This data is from Catalyst prediction with 721,799 reactions and 888 catalyst types from USPTO. The task is: Predict which catalyst facilitates the given reaction. (1) Reactant: [O:1]1[CH2:6][CH2:5][N:4]([C:7]2[N:14]=[C:13]([C:15]3[CH:20]=[CH:19][CH:18]=[CH:17][CH:16]=3)[C:12]([C:21]3[CH:26]=[CH:25][C:24]([CH3:27])=[CH:23][CH:22]=3)=[CH:11][C:8]=2C#N)[CH2:3][CH2:2]1. Product: [C:15]1([C:13]2[N:14]=[C:7]([N:4]3[CH2:5][CH2:6][O:1][CH2:2][CH2:3]3)[CH:8]=[CH:11][C:12]=2[C:21]2[CH:22]=[CH:23][C:24]([CH3:27])=[CH:25][CH:26]=2)[CH:20]=[CH:19][CH:18]=[CH:17][CH:16]=1. The catalyst class is: 561. (2) Reactant: [OH:1][C@@H:2]1[CH2:6][CH2:5][NH:4][CH2:3]1.C(N(CC)CC)C.Cl[C:15]([O:17][CH2:18][C:19]1[CH:24]=[CH:23][CH:22]=[CH:21][CH:20]=1)=[O:16]. Product: [OH:1][C@@H:2]1[CH2:6][CH2:5][N:4]([C:15]([O:17][CH2:18][C:19]2[CH:24]=[CH:23][CH:22]=[CH:21][CH:20]=2)=[O:16])[CH2:3]1. The catalyst class is: 2. (3) Reactant: [Br:1][C:2]1[C:3]([OH:12])=[C:4]([CH:7]=[C:8]([O:10][CH3:11])[CH:9]=1)[C:5]#[N:6].IC.N12CCCN=C1CCCC[CH2:16]2. Product: [Br:1][C:2]1[C:3]([O:12][CH3:16])=[C:4]([CH:7]=[C:8]([O:10][CH3:11])[CH:9]=1)[C:5]#[N:6]. The catalyst class is: 21. (4) Reactant: [CH:1]([C:3]1[CH:12]=[CH:11][C:6]([C:7]([O:9][CH3:10])=[O:8])=[C:5]([O:13]C)[CH:4]=1)=[O:2].[Al+3].[Cl-].[Cl-].[Cl-].O. Product: [CH:1]([C:3]1[CH:12]=[CH:11][C:6]([C:7]([O:9][CH3:10])=[O:8])=[C:5]([OH:13])[CH:4]=1)=[O:2]. The catalyst class is: 2.